The task is: Predict the product of the given reaction.. This data is from Forward reaction prediction with 1.9M reactions from USPTO patents (1976-2016). (1) The product is: [CH:18]([O:17][CH:16]([CH3:6])[CH3:28])([CH3:19])[CH3:23].[C:24]([C:21]1[CH:22]=[CH:23][C:18]([O:17][CH2:16][CH:6]2[CH2:7][N:8]2[C:9]([O:11][C:12]([CH3:15])([CH3:14])[CH3:13])=[O:10])=[CH:19][CH:20]=1)#[N:25]. Given the reactants CS(O[CH:6]([CH2:16][O:17][C:18]1[CH:23]=[CH:22][C:21]([C:24]#[N:25])=[CH:20][CH:19]=1)[CH2:7][NH:8][C:9]([O:11][C:12]([CH3:15])([CH3:14])[CH3:13])=[O:10])(=O)=O.[OH-].[Na+].[CH2:28](Cl)Cl, predict the reaction product. (2) Given the reactants [NH:1]1[C:9]2[CH:8]=[CH:7][N:6]=[CH:5][C:4]=2[CH:3]=[CH:2]1.I[C:11]1[CH:12]=[N:13][N:14]2[CH2:19][C@H:18]([CH3:20])[N:17]([C:21]([O:23][C:24]([CH3:27])([CH3:26])[CH3:25])=[O:22])[CH2:16][C:15]=12.P([O-])([O-])([O-])=O.[K+].[K+].[K+].CN[C@@H]1CCCC[C@H]1NC, predict the reaction product. The product is: [CH3:20][C@H:18]1[CH2:19][N:14]2[N:13]=[CH:12][C:11]([N:1]3[C:9]4[CH:8]=[CH:7][N:6]=[CH:5][C:4]=4[CH:3]=[CH:2]3)=[C:15]2[CH2:16][N:17]1[C:21]([O:23][C:24]([CH3:25])([CH3:27])[CH3:26])=[O:22]. (3) Given the reactants [N:1]1[CH:6]=[CH:5][CH:4]=[CH:3][C:2]=1[C:7]1[NH:8][C:9]([C:14]2[CH:19]=[CH:18][CH:17]=[CH:16][N:15]=2)=[CH:10][C:11](=[O:13])[CH:12]=1.P(Br)(Br)(Br)(Br)[Br:21].P(Br)(Br)(Br)=O.C([O-])([O-])=O.[K+].[K+], predict the reaction product. The product is: [Br:21][C:11]1[CH:12]=[C:7]([C:2]2[CH:3]=[CH:4][CH:5]=[CH:6][N:1]=2)[N:8]=[C:9]([C:14]2[CH:19]=[CH:18][CH:17]=[CH:16][N:15]=2)[CH:10]=1.[N:1]1[CH:6]=[CH:5][CH:4]=[CH:3][C:2]=1[C:7]1[NH:8][C:9]([C:14]2[CH:19]=[CH:18][CH:17]=[CH:16][N:15]=2)=[CH:10][C:11](=[O:13])[CH:12]=1. (4) Given the reactants O=[C:2]([CH2:8][CH3:9])[CH2:3][C:4]([O:6][CH3:7])=[O:5].C([O-])(=O)C.[NH4+:14].C[O-].[Na+], predict the reaction product. The product is: [NH2:14][C@H:2]([CH2:8][CH3:9])[CH2:3][C:4]([O:6][CH3:7])=[O:5]. (5) Given the reactants S([O-])(=O)(=O)C.[C:6]([O:10][C:11]([N:13]1[CH2:17][C@@H:16](OS(C)(=O)=O)[CH2:15][C@H:14]1[C:23](=[O:30])[NH:24][C:25]1([C:28]#[N:29])[CH2:27][CH2:26]1)=[O:12])([CH3:9])([CH3:8])[CH3:7].[SH:31][C:32]1[CH:39]=[CH:38][CH:37]=[CH:36][C:33]=1[CH2:34][OH:35], predict the reaction product. The product is: [C:6]([O:10][C:11]([N:13]1[CH2:17][C@H:16]([S:31][C:32]2[CH:39]=[CH:38][CH:37]=[CH:36][C:33]=2[CH2:34][OH:35])[CH2:15][C@H:14]1[C:23](=[O:30])[NH:24][C:25]1([C:28]#[N:29])[CH2:26][CH2:27]1)=[O:12])([CH3:8])([CH3:9])[CH3:7].